Dataset: M1 muscarinic receptor agonist screen with 61,833 compounds. Task: Binary Classification. Given a drug SMILES string, predict its activity (active/inactive) in a high-throughput screening assay against a specified biological target. (1) The molecule is Clc1ccc(c2cc(nc(N)c2C#N)c2oc(cc2)C)cc1. The result is 0 (inactive). (2) The compound is O1C(C(=O)Nc2c1ccc(C(=O)N1CCN(CC1)C)c2)(C)C. The result is 0 (inactive). (3) The compound is Clc1c(NC(=O)COC(=O)c2ncccc2)ncc(c1)C(F)(F)F. The result is 0 (inactive). (4) The molecule is O(c1cc2c(N(C(C=C2C)(C)C)C(=O)NCC)cc1)CC. The result is 0 (inactive). (5) The molecule is O(c1cc(C(N)CC(O)=O)ccc1)C. The result is 0 (inactive). (6) The compound is Clc1ccc(N2CC(CC2=O)C(=O)NC2CCCCC2)cc1. The result is 0 (inactive). (7) The molecule is s1c2n(cc(n2)CC(OCC(=O)NCc2cc3OCOc3cc2)=O)cc1. The result is 0 (inactive). (8) The compound is s1c(C(=O)N2CC(CCC2)C(OCC)=O)c(c2c(N3CCOCC3)nc(nc12)C)C. The result is 0 (inactive).